This data is from Reaction yield outcomes from USPTO patents with 853,638 reactions. The task is: Predict the reaction yield, written as a fraction of the theoretical maximum amount of product (1.0 means a 100% yield; for example, 0.34 means a 34% yield). (1) The reactants are [NH:1]1[CH:5]=[CH:4][C:3]([CH:6]=[O:7])=[N:2]1.Br[C:9]1[CH:10]=[CH:11][C:12]([C:15]([F:18])([F:17])[F:16])=[N:13][CH:14]=1.C(=O)([O-])[O-].[Cs+].[Cs+].CN[C@@H]1CCCC[C@H]1NC.[Cl-].[NH4+]. The catalyst is CN(C=O)C.[Cu]I. The product is [F:16][C:15]([F:18])([F:17])[C:12]1[N:13]=[CH:14][C:9]([N:1]2[CH:5]=[CH:4][C:3]([CH:6]=[O:7])=[N:2]2)=[CH:10][CH:11]=1. The yield is 0.270. (2) The reactants are C([O:8][C:9]1[CH:10]=[N:11][C:12]([CH:15]2[CH2:20][CH2:19][N:18]([C:21]([O:23][C:24]([CH3:27])([CH3:26])[CH3:25])=[O:22])[CH2:17][CH:16]2[OH:28])=[N:13][CH:14]=1)C1C=CC=CC=1. The catalyst is CO.[Pd]. The product is [OH:28][CH:16]1[CH:15]([C:12]2[N:13]=[CH:14][C:9]([OH:8])=[CH:10][N:11]=2)[CH2:20][CH2:19][N:18]([C:21]([O:23][C:24]([CH3:27])([CH3:26])[CH3:25])=[O:22])[CH2:17]1. The yield is 0.930. (3) The reactants are Cl.[CH3:2][O:3][C:4](=[O:9])[C:5]([NH2:8])([CH3:7])[CH3:6].[F:10][C:11]([F:23])([F:22])[C:12]1[CH:17]=[CH:16][CH:15]=[CH:14][C:13]=1[S:18](Cl)(=[O:20])=[O:19].C(N(CC)CC)C.O. The catalyst is C(Cl)Cl. The product is [CH3:2][O:3][C:4](=[O:9])[C:5]([CH3:7])([NH:8][S:18]([C:13]1[CH:14]=[CH:15][CH:16]=[CH:17][C:12]=1[C:11]([F:10])([F:22])[F:23])(=[O:20])=[O:19])[CH3:6]. The yield is 0.930. (4) The reactants are Br[C:2]1[N:7]=[CH:6][C:5]2[CH:8]=[C:9]([C:18]3[CH:19]=[N:20][N:21]([C:23]([O:25][C:26]([CH3:29])([CH3:28])[CH3:27])=[O:24])[CH:22]=3)[N:10]([C:11]([O:13][C:14]([CH3:17])([CH3:16])[CH3:15])=[O:12])[C:4]=2[CH:3]=1.[F:30][C:31]([F:40])([F:39])[C:32]1[CH:37]=[CH:36][CH:35]=[CH:34][C:33]=1[NH2:38]. No catalyst specified. The product is [C:26]([O:25][C:23]([N:21]1[CH:22]=[C:18]([C:9]2[N:10]([C:11]([O:13][C:14]([CH3:17])([CH3:15])[CH3:16])=[O:12])[C:4]3[CH:3]=[C:2]([NH:38][C:33]4[CH:34]=[CH:35][CH:36]=[CH:37][C:32]=4[C:31]([F:30])([F:39])[F:40])[N:7]=[CH:6][C:5]=3[CH:8]=2)[CH:19]=[N:20]1)=[O:24])([CH3:28])([CH3:29])[CH3:27]. The yield is 0.880. (5) The reactants are [C:1]([O:5][C:6]([N:8]1[CH2:12][C@@H:11]([C:13]2[CH:18]=[CH:17][CH:16]=[C:15]([Cl:19])[CH:14]=2)[C@H:10](C(O)=O)[CH2:9]1)=[O:7])([CH3:4])([CH3:3])[CH3:2].CC[N:25]([CH2:28]C)CC.C1(P(N=[N+]=[N-])(C2C=CC=CC=2)=[O:37])C=CC=CC=1.[C:47]1([N:53]2[C:57]([NH2:58])=[C:56]3[CH2:59][CH2:60][CH2:61][C:55]3=[N:54]2)[CH:52]=[CH:51][CH:50]=[CH:49][CH:48]=1. The catalyst is C1(C)C=CC=CC=1. The product is [Cl:19][C:15]1[CH:14]=[C:13]([C@H:11]2[C@H:10]([NH:25][C:28]([NH:58][C:57]3[N:53]([C:47]4[CH:48]=[CH:49][CH:50]=[CH:51][CH:52]=4)[N:54]=[C:55]4[CH2:61][CH2:60][CH2:59][C:56]=34)=[O:37])[CH2:9][N:8]([C:6]([O:5][C:1]([CH3:2])([CH3:3])[CH3:4])=[O:7])[CH2:12]2)[CH:18]=[CH:17][CH:16]=1. The yield is 0.180.